This data is from Forward reaction prediction with 1.9M reactions from USPTO patents (1976-2016). The task is: Predict the product of the given reaction. (1) Given the reactants Cl[C:2]1[C:3]2[N:4]([CH:10]=[CH:11][CH:12]=2)[N:5]=[CH:6][C:7]=1[C:8]#[N:9].[O:13]1[CH2:17][CH2:16][CH2:15][CH:14]1[CH2:18][NH2:19].CCN(C(C)C)C(C)C, predict the reaction product. The product is: [O:13]1[CH2:17][CH2:16][CH2:15][CH:14]1[CH2:18][NH:19][C:2]1[C:3]2[N:4]([CH:10]=[CH:11][CH:12]=2)[N:5]=[CH:6][C:7]=1[C:8]#[N:9]. (2) Given the reactants CN(C=O)C.[CH3:6][N:7]1[CH:11]=[C:10](B2OC(C)(C)C(C)(C)O2)[CH:9]=[N:8]1.Br[C:22]1[CH:30]=[C:29]2[C:25]([CH2:26][CH2:27][N:28]2[C:31](=[O:48])[C@@H:32]([NH:40][C:41](=[O:47])[O:42][C:43]([CH3:46])([CH3:45])[CH3:44])[CH2:33][C:34]2[CH:39]=[CH:38][CH:37]=[CH:36][CH:35]=2)=[CH:24][CH:23]=1.C(=O)([O-])[O-].[Na+].[Na+], predict the reaction product. The product is: [CH3:6][N:7]1[CH:11]=[C:10]([C:22]2[CH:30]=[C:29]3[C:25]([CH2:26][CH2:27][N:28]3[C:31](=[O:48])[C@@H:32]([NH:40][C:41](=[O:47])[O:42][C:43]([CH3:44])([CH3:46])[CH3:45])[CH2:33][C:34]3[CH:35]=[CH:36][CH:37]=[CH:38][CH:39]=3)=[CH:24][CH:23]=2)[CH:9]=[N:8]1. (3) Given the reactants [CH2:1]1[C:10]2[C:5](=[CH:6][CH:7]=[CH:8][CH:9]=2)[CH2:4][CH2:3][O:2]1.[Mn]([O-])(=O)(=O)=[O:12].[K+], predict the reaction product. The product is: [C:1]1(=[O:12])[C:10]2[CH:9]=[CH:8][CH:7]=[CH:6][C:5]=2[CH2:4][CH2:3][O:2]1. (4) Given the reactants [Cl-].[NH+]1C=CC=CC=1.[CH2:8]([N:12]1[C:17]([CH3:18])=[C:16]([CH3:19])[CH:15]=[C:14]([O:20]C)[C:13]1=[O:22])[CH2:9][CH2:10][CH3:11], predict the reaction product. The product is: [CH2:8]([N:12]1[C:17]([CH3:18])=[C:16]([CH3:19])[CH:15]=[C:14]([OH:20])[C:13]1=[O:22])[CH2:9][CH2:10][CH3:11]. (5) Given the reactants [S:1]1[CH:5]=[CH:4][CH:3]=[C:2]1[CH:6]=O.[CH3:8][O:9][CH2:10][CH2:11][NH2:12].[C:13]1(=[O:24])[O:19][C:17](=O)[C:16]2=[CH:20][CH:21]=[CH:22][CH:23]=[C:15]2[CH2:14]1.[O:25]=[S:26]1(=[O:36])[CH:30]=[CH:29][C:28]2[CH:31]=[CH:32][C:33]([NH2:35])=[CH:34][C:27]1=2, predict the reaction product. The product is: [O:25]=[S:26]1(=[O:36])[CH:30]=[CH:29][C:28]2[CH:31]=[CH:32][C:33]([NH:35][C:13]([CH:14]3[C:15]4[C:16](=[CH:20][CH:21]=[CH:22][CH:23]=4)[C:17](=[O:19])[N:12]([CH2:11][CH2:10][O:9][CH3:8])[CH:6]3[C:2]3[S:1][CH:5]=[CH:4][CH:3]=3)=[O:24])=[CH:34][C:27]1=2. (6) Given the reactants [CH3:1][C:2]#[N:3].[Li+].C[Si]([N-][Si](C)(C)C)(C)C.CON(C)[C:17]([C@@H:19]1[CH2:21][C@H:20]1[C:22]1[CH:27]=[CH:26][CH:25]=[CH:24][CH:23]=1)=[O:18], predict the reaction product. The product is: [O:18]=[C:17]([C@@H:19]1[CH2:21][C@H:20]1[C:22]1[CH:27]=[CH:26][CH:25]=[CH:24][CH:23]=1)[CH2:1][C:2]#[N:3]. (7) Given the reactants [Cl:1][C:2]1[C:7](C(O)=O)=[C:6]([F:11])[C:5]([NH:12][S:13]([CH2:16][CH2:17][CH3:18])(=[O:15])=[O:14])=[CH:4][CH:3]=1.C([N:21](CC)CC)C.C1C=CC(OP(OC2C=CC=CC=2)(N=[N+]=[N-])=O)=CC=1.O, predict the reaction product. The product is: [NH2:21][C:7]1[C:6]([F:11])=[C:5]([NH:12][S:13]([CH2:16][CH2:17][CH3:18])(=[O:15])=[O:14])[CH:4]=[CH:3][C:2]=1[Cl:1]. (8) The product is: [C:1]([O:5][C:6]([N:8]1[CH2:13][CH2:12][N:11]([C:14]2[C:19]([F:20])=[CH:18][CH:17]=[C:16]([NH:37][CH2:30][C:31]3[CH:36]=[CH:35][CH:34]=[CH:33][CH:32]=3)[C:15]=2[C:22]#[N:23])[CH2:10][CH2:9]1)=[O:7])([CH3:4])([CH3:3])[CH3:2]. Given the reactants [C:1]([O:5][C:6]([N:8]1[CH2:13][CH2:12][N:11]([C:14]2[C:19]([F:20])=[CH:18][CH:17]=[C:16](F)[C:15]=2[C:22]#[N:23])[CH2:10][CH2:9]1)=[O:7])([CH3:4])([CH3:3])[CH3:2].C(=O)([O-])[O-].[K+].[K+].[CH2:30]([NH2:37])[C:31]1[CH:36]=[CH:35][CH:34]=[CH:33][CH:32]=1, predict the reaction product.